Predict the reactants needed to synthesize the given product. From a dataset of Full USPTO retrosynthesis dataset with 1.9M reactions from patents (1976-2016). (1) The reactants are: [N:1]1[CH:6]=[CH:5][CH:4]=[CH:3][C:2]=1[NH:7][CH2:8][C:9]([C:11]1[CH:12]=[CH:13][C:14]2[S:19][C:18]3[N:20]=[CH:21][CH:22]=[N:23][C:17]=3[N:16](COC)[C:15]=2[CH:27]=1)=O.S(Cl)(Cl)=O.ClCCl. Given the product [N:7]1[CH:8]=[C:9]([C:11]2[CH:12]=[CH:13][C:14]3[S:19][C:18]4[N:20]=[CH:21][CH:22]=[N:23][C:17]=4[NH:16][C:15]=3[CH:27]=2)[N:1]2[CH:6]=[CH:5][CH:4]=[CH:3][C:2]=12, predict the reactants needed to synthesize it. (2) Given the product [CH2:14]([N:21]1[CH2:26][CH2:25][C:24]([C:8]2[CH:7]=[CH:6][C:5]([CH:4]=[O:12])=[CH:10][CH:9]=2)([OH:27])[CH2:23][CH2:22]1)[C:15]1[CH:16]=[CH:17][CH:18]=[CH:19][CH:20]=1, predict the reactants needed to synthesize it. The reactants are: [Mg].CO[CH:4]([O:12]C)[C:5]1[CH:10]=[CH:9][C:8](Br)=[CH:7][CH:6]=1.[CH2:14]([N:21]1[CH2:26][CH2:25][C:24](=[O:27])[CH2:23][CH2:22]1)[C:15]1[CH:20]=[CH:19][CH:18]=[CH:17][CH:16]=1.[Cl-].[NH4+].Cl. (3) Given the product [O:15]1[CH:16]=[CH:17][CH:18]=[C:14]1[C:4]1[CH:5]=[CH:6][CH:7]=[CH:8][C:3]=1[CH:1]=[O:2], predict the reactants needed to synthesize it. The reactants are: [CH:1]([C:3]1[CH:8]=[CH:7][CH:6]=[CH:5][C:4]=1OB(O)O)=[O:2].Br[C:14]1[O:15][CH:16]=[CH:17][CH:18]=1.C(=O)([O-])[O-].[Na+].[Na+]. (4) Given the product [CH2:1]([NH:4][C:5]([C:7]1([CH2:20][CH2:21][CH2:22][CH2:23][N:37]2[CH2:38][CH2:39][N:34]([C:32](=[O:33])[CH2:31][C:25]3[CH:26]=[CH:27][CH:28]=[CH:29][CH:30]=3)[CH2:35][CH2:36]2)[C:19]2[CH:18]=[CH:17][CH:16]=[CH:15][C:14]=2[C:13]2[C:8]1=[CH:9][CH:10]=[CH:11][CH:12]=2)=[O:6])[CH2:2][CH3:3], predict the reactants needed to synthesize it. The reactants are: [CH2:1]([NH:4][C:5]([C:7]1([CH2:20][CH2:21][CH2:22][CH2:23]Br)[C:19]2[CH:18]=[CH:17][CH:16]=[CH:15][C:14]=2[C:13]2[C:8]1=[CH:9][CH:10]=[CH:11][CH:12]=2)=[O:6])[CH2:2][CH3:3].[C:25]1([CH2:31][C:32]([N:34]2[CH2:39][CH2:38][NH:37][CH2:36][CH2:35]2)=[O:33])[CH:30]=[CH:29][CH:28]=[CH:27][CH:26]=1. (5) Given the product [CH2:1]([CH:3]([NH:6][C:12]([N:9]1[CH:8]=[CH:7][N:11]=[CH:10]1)=[O:13])[CH2:4][CH3:5])[CH3:2], predict the reactants needed to synthesize it. The reactants are: [CH2:1]([CH:3]([NH2:6])[CH2:4][CH3:5])[CH3:2].[CH:7]1[N:11]=[CH:10][N:9]([C:12](N2C=NC=C2)=[O:13])[CH:8]=1. (6) Given the product [CH3:27][N:18]1[C:19]([C:23]([F:26])([F:25])[F:24])=[CH:20][C:21](=[O:22])[N:16]([C:13]2[CH:14]=[CH:15][C:10]3[S:9][N:8]=[C:7]([C:3]4[S:4][CH:5]=[CH:6][C:2]=4[O:1][CH2:36][C:37]([O:39][CH3:40])=[O:38])[C:11]=3[CH:12]=2)[C:17]1=[O:28], predict the reactants needed to synthesize it. The reactants are: [OH:1][C:2]1[CH:6]=[CH:5][S:4][C:3]=1[C:7]1[C:11]2[CH:12]=[C:13]([N:16]3[C:21](=[O:22])[CH:20]=[C:19]([C:23]([F:26])([F:25])[F:24])[N:18]([CH3:27])[C:17]3=[O:28])[CH:14]=[CH:15][C:10]=2[S:9][N:8]=1.C(=O)([O-])[O-].[K+].[K+].Br[CH2:36][C:37]([O:39][CH3:40])=[O:38].O.